From a dataset of Full USPTO retrosynthesis dataset with 1.9M reactions from patents (1976-2016). Predict the reactants needed to synthesize the given product. (1) The reactants are: [F:1][C:2]([F:15])([F:14])[C:3]1[CH:8]=[CH:7][C:6]([C:9]2[S:10][CH:11]=[CH:12][CH:13]=2)=[CH:5][CH:4]=1.C([Li])CCC.I[C:22]1[CH:32]=[CH:31][C:25]([C:26]([O:28][CH2:29][CH3:30])=[O:27])=[CH:24][CH:23]=1.Cl. Given the product [F:15][C:2]([F:1])([F:14])[C:3]1[CH:4]=[CH:5][C:6]([C:9]2[S:10][C:11]([C:22]3[CH:32]=[CH:31][C:25]([C:26]([O:28][CH2:29][CH3:30])=[O:27])=[CH:24][CH:23]=3)=[CH:12][CH:13]=2)=[CH:7][CH:8]=1, predict the reactants needed to synthesize it. (2) Given the product [F:1][C:2]1[CH:3]=[C:4]([C:8]2[C@:9]3([CH2:25][CH2:24][C@H:23]4[C@@H:14]([CH2:15][CH2:16][C:17]5[CH:18]=[C:19]([C:26]([NH:29][C:30]6([CH2:35][OH:36])[CH2:34][CH2:33][CH2:32][CH2:31]6)=[O:28])[CH:20]=[CH:21][C:22]=54)[C@@H:11]3[CH2:12][CH:13]=2)[CH3:10])[CH:5]=[N:6][CH:7]=1, predict the reactants needed to synthesize it. The reactants are: [F:1][C:2]1[CH:3]=[C:4]([C:8]2[C@:9]3([CH2:25][CH2:24][C@H:23]4[C@@H:14]([CH2:15][CH2:16][C:17]5[CH:18]=[C:19]([C:26]([OH:28])=O)[CH:20]=[CH:21][C:22]=54)[C@@H:11]3[CH2:12][CH:13]=2)[CH3:10])[CH:5]=[N:6][CH:7]=1.[NH2:29][C:30]1([CH2:35][OH:36])[CH2:34][CH2:33][CH2:32][CH2:31]1. (3) Given the product [Br:1][C:2]1[C:3]([F:20])=[C:4]([N:8]2[CH:21]=[C:16]([O:17][CH3:18])[C:15](=[O:19])[C:10]([C:11]([O:13][CH3:14])=[O:12])=[N:9]2)[CH:5]=[CH:6][CH:7]=1, predict the reactants needed to synthesize it. The reactants are: [Br:1][C:2]1[C:3]([F:20])=[C:4]([NH:8][N:9]=[C:10]([C:15](=[O:19])[CH2:16][O:17][CH3:18])[C:11]([O:13][CH3:14])=[O:12])[CH:5]=[CH:6][CH:7]=1.[CH3:21]OC(OC)N(C)C. (4) Given the product [OH:17][C:13]1[C:12]([CH3:18])=[CH:11][C:10]([C:8]2[N:7]=[CH:6][C:5]3[N:4]([N:3]=[C:2]([NH:1][C:21]4[CH:28]=[CH:27][CH:26]=[CH:25][C:22]=4[C:23]#[N:24])[N:19]=3)[CH:9]=2)=[CH:15][C:14]=1[CH3:16], predict the reactants needed to synthesize it. The reactants are: [NH2:1][C:2]1[N:19]=[C:5]2[CH:6]=[N:7][C:8]([C:10]3[CH:15]=[C:14]([CH3:16])[C:13]([OH:17])=[C:12]([CH3:18])[CH:11]=3)=[CH:9][N:4]2[N:3]=1.Br[C:21]1[CH:28]=[CH:27][CH:26]=[CH:25][C:22]=1[C:23]#[N:24].C(=O)([O-])[O-].[Cs+].[Cs+]. (5) The reactants are: Br[C:2]1[CH:7]=[CH:6][C:5]([C:8]2[NH:12][C:11]([C@@H:13]3[CH2:17][CH2:16][CH2:15][N:14]3[C:18](=[O:28])[C@@H:19]([NH:23][C:24](=[O:27])[O:25][CH3:26])[CH:20]([CH3:22])[CH3:21])=[N:10][CH:9]=2)=[CH:4][C:3]=1[O:29][CH:30]([F:32])[F:31].[CH3:33][O:34][CH2:35][C@@H:36]1[CH2:40][N:39]([C:41]([O:43][C:44]([CH3:47])([CH3:46])[CH3:45])=[O:42])[C@H:38]([C:48]2[NH:52][C:51]3[C:53]4[C:58]([CH:59]=[CH:60][C:50]=3[N:49]=2)=[CH:57][C:56](B2OC(C)(C)C(C)(C)O2)=[CH:55][CH:54]=4)[CH2:37]1.COC(N[C@@H](C(C)C)C(N1CCC[C@H]1C1NC2C3C(C=CC=2N=1)=CC(C1C=C2C(=CC=1)C1NC([C@@H]4C[C@H](COC)CN4C(=O)[C@@H](NC(=O)OC)C(C)C)=NC=1C=C2)=CC=3)=O)=O. Given the product [F:31][CH:30]([F:32])[O:29][C:3]1[CH:4]=[C:5]([C:8]2[NH:12][C:11]([C@@H:13]3[CH2:17][CH2:16][CH2:15][N:14]3[C:18](=[O:28])[C@@H:19]([NH:23][C:24]([O:25][CH3:26])=[O:27])[CH:20]([CH3:22])[CH3:21])=[N:10][CH:9]=2)[CH:6]=[CH:7][C:2]=1[C:56]1[CH:57]=[C:58]2[C:53](=[CH:54][CH:55]=1)[C:51]1[NH:52][C:48]([C@@H:38]3[CH2:37][C@H:36]([CH2:35][O:34][CH3:33])[CH2:40][N:39]3[C:41]([O:43][C:44]([CH3:47])([CH3:45])[CH3:46])=[O:42])=[N:49][C:50]=1[CH:60]=[CH:59]2, predict the reactants needed to synthesize it. (6) Given the product [CH3:1][O:2][C:3]([C:4]1[CH:15]=[C:14]([C:18]2[CH:23]=[CH:22][CH:21]=[CH:20][CH:19]=2)[CH:13]=[C:6]([C:7](=[O:8])[NH:9][CH2:10][CH2:11][CH3:12])[CH:5]=1)=[O:17], predict the reactants needed to synthesize it. The reactants are: [CH3:1][O:2][C:3](=[O:17])[C:4]1[CH:15]=[C:14](Br)[CH:13]=[C:6]([C:7]([NH:9][CH2:10][CH2:11][CH3:12])=[O:8])[CH:5]=1.[C:18]1(B(O)O)[CH:23]=[CH:22][CH:21]=[CH:20][CH:19]=1.C([O-])([O-])=O.[Na+].[Na+].C(O)C.